This data is from Peptide-MHC class I binding affinity with 185,985 pairs from IEDB/IMGT. The task is: Regression. Given a peptide amino acid sequence and an MHC pseudo amino acid sequence, predict their binding affinity value. This is MHC class I binding data. (1) The peptide sequence is RTLLAGIVQQQ. The MHC is Mamu-A02 with pseudo-sequence Mamu-A02. The binding affinity (normalized) is 0.367. (2) The peptide sequence is NTDAFSREY. The MHC is HLA-A80:01 with pseudo-sequence HLA-A80:01. The binding affinity (normalized) is 0.414. (3) The peptide sequence is CTLYVTVF. The MHC is Mamu-B17 with pseudo-sequence Mamu-B17. The binding affinity (normalized) is 0. (4) The peptide sequence is YHRPLTGYM. The MHC is HLA-B39:01 with pseudo-sequence HLA-B39:01. The binding affinity (normalized) is 0.0847. (5) The peptide sequence is ALSYSTGA. The MHC is HLA-A02:02 with pseudo-sequence HLA-A02:02. The binding affinity (normalized) is 0. (6) The peptide sequence is MLWCKDGHV. The MHC is HLA-A02:03 with pseudo-sequence HLA-A02:03. The binding affinity (normalized) is 0.778. (7) The peptide sequence is SLIANIDW. The MHC is Mamu-B17 with pseudo-sequence Mamu-B17. The binding affinity (normalized) is 0.